From a dataset of Full USPTO retrosynthesis dataset with 1.9M reactions from patents (1976-2016). Predict the reactants needed to synthesize the given product. (1) Given the product [CH3:35][C:36]1[N:41]=[CH:40][C:39]([C:42]2[CH:43]=[CH:44][C:45]3[N:51]4[CH2:52][C@H:48]([CH2:49][CH2:50]4)[N:47]([C:18]([NH:13][C:11]4[CH:10]=[CH:9][N:8]=[C:7]([O:6][C@H:3]5[CH2:4][CH2:5][O:1][CH2:2]5)[N:12]=4)=[O:24])[C:46]=3[N:53]=2)=[CH:38][CH:37]=1, predict the reactants needed to synthesize it. The reactants are: [O:1]1[CH2:5][CH2:4][C@H:3]([O:6][C:7]2[N:12]=[C:11]([NH2:13])[CH:10]=[CH:9][N:8]=2)[CH2:2]1.ClC(Cl)(O[C:18](=[O:24])OC(Cl)(Cl)Cl)Cl.CCN(C(C)C)C(C)C.[CH3:35][C:36]1[N:41]=[CH:40][C:39]([C:42]2[CH:43]=[CH:44][C:45]3[N:51]4[CH2:52][C@H:48]([CH2:49][CH2:50]4)[NH:47][C:46]=3[N:53]=2)=[CH:38][CH:37]=1. (2) Given the product [C:2]1([O:1][C:8]2[CH:9]=[C:10]([CH2:11][NH:12][C:13]3[CH:18]=[CH:17][C:16]([C@@H:19]4[CH2:21][C@H:20]4[C:22]([NH:52][CH2:53][C:54]4[CH:59]=[CH:58][N:57]=[CH:56][CH:55]=4)=[O:23])=[CH:15][CH:14]=3)[CH:25]=[CH:26][CH:27]=2)[CH:7]=[CH:6][CH:5]=[CH:4][CH:3]=1, predict the reactants needed to synthesize it. The reactants are: [O:1]([C:8]1[CH:9]=[C:10]([CH:25]=[CH:26][CH:27]=1)[CH2:11][NH:12][C:13]1[CH:18]=[CH:17][C:16]([C@@H:19]2[CH2:21][C@H:20]2[C:22](O)=[O:23])=[CH:15][CH:14]=1)[C:2]1[CH:7]=[CH:6][CH:5]=[CH:4][CH:3]=1.CN(C(ON1N=NC2C=CC=NC1=2)=[N+](C)C)C.F[P-](F)(F)(F)(F)F.[NH2:52][CH2:53][C:54]1[CH:59]=[CH:58][N:57]=[CH:56][CH:55]=1. (3) Given the product [C@@H:8]1([CH3:18])[CH2:13][CH2:12][CH:11]([CH:14]([CH3:16])[CH3:15])[CH:10]([O:1][C@@H:2]2[O:6][C:5](=[O:7])[CH:4]=[CH:3]2)[CH2:9]1, predict the reactants needed to synthesize it. The reactants are: [OH:1][CH:2]1[O:6][C:5](=[O:7])[CH:4]=[CH:3]1.[CH:8]1([CH3:18])[CH2:13][CH2:12][CH:11]([CH:14]([CH3:16])[CH3:15])[CH:10](O)[CH2:9]1.